Dataset: Forward reaction prediction with 1.9M reactions from USPTO patents (1976-2016). Task: Predict the product of the given reaction. The product is: [CH3:1][O:2][C:3]1[CH:4]=[CH:5][C:6]2[O:10][C:9]([CH:11]([NH:18][C:19]3[CH:28]=[CH:27][C:22]([C:23]([OH:25])=[O:24])=[CH:21][CH:20]=3)[CH2:12][CH2:13][CH2:14][CH2:15][CH2:16][CH3:17])=[C:8]([CH3:29])[C:7]=2[CH:30]=1. Given the reactants [CH3:1][O:2][C:3]1[CH:4]=[CH:5][C:6]2[O:10][C:9]([CH:11]([NH:18][C:19]3[CH:28]=[CH:27][C:22]([C:23]([O:25]C)=[O:24])=[CH:21][CH:20]=3)[CH2:12][CH2:13][CH2:14][CH2:15][CH2:16][CH3:17])=[C:8]([CH3:29])[C:7]=2[CH:30]=1.O1CCCC1.[OH-].[Na+], predict the reaction product.